Task: Predict which catalyst facilitates the given reaction.. Dataset: Catalyst prediction with 721,799 reactions and 888 catalyst types from USPTO (1) Reactant: [F:1][C:2]1[CH:3]=[C:4]2[C:8](=[C:9]([F:11])[CH:10]=1)[NH:7][CH:6]=[C:5]2[CH2:12][CH2:13][CH2:14][NH:15][CH:16]1[CH2:25][C:24]2[C:23]([C:26]([O:28][CH3:29])=[O:27])=[CH:22][CH:21]=[CH:20][C:19]=2[O:18][CH2:17]1.[C:30]1(=O)[CH2:33][CH2:32][CH2:31]1.C(O)(=O)C.C([BH3-])#N.[Na+]. Product: [CH:30]1([N:15]([CH2:14][CH2:13][CH2:12][C:5]2[C:4]3[C:8](=[C:9]([F:11])[CH:10]=[C:2]([F:1])[CH:3]=3)[NH:7][CH:6]=2)[CH:16]2[CH2:25][C:24]3[C:23]([C:26]([O:28][CH3:29])=[O:27])=[CH:22][CH:21]=[CH:20][C:19]=3[O:18][CH2:17]2)[CH2:33][CH2:32][CH2:31]1. The catalyst class is: 5. (2) Product: [CH2:22]([N:18]1[C:19]2[C:14](=[C:13]([OH:36])[C:12]([C:10]([NH:9][C:6]3([C:4]([OH:5])=[O:3])[CH2:8][CH2:7]3)=[O:11])=[N:21][CH:20]=2)[CH:15]=[C:16]([C:30]2[CH:35]=[CH:34][CH:33]=[CH:32][CH:31]=2)[C:17]1=[O:29])[C:23]1[CH:28]=[CH:27][CH:26]=[CH:25][CH:24]=1. The catalyst class is: 250. Reactant: C([O:3][C:4]([C:6]1([NH:9][C:10]([C:12]2[C:13]([OH:36])=[C:14]3[C:19](=[CH:20][N:21]=2)[N:18]([CH2:22][C:23]2[CH:28]=[CH:27][CH:26]=[CH:25][CH:24]=2)[C:17](=[O:29])[C:16]([C:30]2[CH:35]=[CH:34][CH:33]=[CH:32][CH:31]=2)=[CH:15]3)=[O:11])[CH2:8][CH2:7]1)=[O:5])C.[OH-].[Na+].CO.C1COCC1.